Task: Regression. Given two drug SMILES strings and cell line genomic features, predict the synergy score measuring deviation from expected non-interaction effect.. Dataset: NCI-60 drug combinations with 297,098 pairs across 59 cell lines (1) Drug 1: COC1=NC(=NC2=C1N=CN2C3C(C(C(O3)CO)O)O)N. Drug 2: C1C(C(OC1N2C=NC3=C2NC=NCC3O)CO)O. Cell line: SNB-19. Synergy scores: CSS=-5.37, Synergy_ZIP=2.97, Synergy_Bliss=2.08, Synergy_Loewe=-4.10, Synergy_HSA=-3.54. (2) Drug 1: C1=CC(=CC=C1C#N)C(C2=CC=C(C=C2)C#N)N3C=NC=N3. Synergy scores: CSS=6.24, Synergy_ZIP=-1.25, Synergy_Bliss=1.52, Synergy_Loewe=3.40, Synergy_HSA=1.23. Drug 2: CN1C2=C(C=C(C=C2)N(CCCl)CCCl)N=C1CCCC(=O)O.Cl. Cell line: SK-MEL-28. (3) Drug 1: C1=NC2=C(N1)C(=S)N=CN2. Drug 2: CC1=C(C(=O)C2=C(C1=O)N3CC4C(C3(C2COC(=O)N)OC)N4)N. Cell line: COLO 205. Synergy scores: CSS=38.6, Synergy_ZIP=-6.13, Synergy_Bliss=-5.12, Synergy_Loewe=-7.32, Synergy_HSA=-1.54. (4) Drug 1: CC1=C(C=C(C=C1)NC(=O)C2=CC=C(C=C2)CN3CCN(CC3)C)NC4=NC=CC(=N4)C5=CN=CC=C5. Drug 2: C1C(C(OC1N2C=NC(=NC2=O)N)CO)O. Cell line: SNB-75. Synergy scores: CSS=0.554, Synergy_ZIP=-1.31, Synergy_Bliss=-0.548, Synergy_Loewe=-2.57, Synergy_HSA=-1.66.